Dataset: Catalyst prediction with 721,799 reactions and 888 catalyst types from USPTO. Task: Predict which catalyst facilitates the given reaction. (1) Reactant: C([O:3][C:4]([C:6]1[CH2:10][C:9]2([CH2:15][CH2:14][N:13]([C:16]([O:18][C:19]([CH3:22])([CH3:21])[CH3:20])=[O:17])[CH2:12][CH2:11]2)[O:8][N:7]=1)=[O:5])C.O.[OH-].[Li+]. Product: [C:19]([O:18][C:16]([N:13]1[CH2:14][CH2:15][C:9]2([O:8][N:7]=[C:6]([C:4]([OH:5])=[O:3])[CH2:10]2)[CH2:11][CH2:12]1)=[O:17])([CH3:22])([CH3:20])[CH3:21]. The catalyst class is: 24. (2) Reactant: Br[CH2:2][C:3]1[C:8]([CH3:9])=[CH:7][CH:6]=[CH:5][C:4]=1[N:10]1[C:14](=[O:15])[N:13]([CH3:16])[N:12]=[N:11]1.[Cl:17][C:18]1[CH:23]=[CH:22][CH:21]=[CH:20][C:19]=1[N:24]1[CH:28]=[CH:27][C:26]([OH:29])=[N:25]1.C(=O)([O-])[O-].[K+].[K+].C(#N)C. Product: [Cl:17][C:18]1[CH:23]=[CH:22][CH:21]=[CH:20][C:19]=1[N:24]1[CH:28]=[CH:27][C:26]([O:29][CH2:2][C:3]2[C:8]([CH3:9])=[CH:7][CH:6]=[CH:5][C:4]=2[N:10]2[C:14](=[O:15])[N:13]([CH3:16])[N:12]=[N:11]2)=[N:25]1. The catalyst class is: 6. (3) Reactant: F[C:2]1[C:3]([C:9]#[N:10])=[N:4][C:5]([F:8])=[CH:6][N:7]=1.[N-:11]=[N+:12]=[N-:13].[Na+].CCOCC.O. Product: [N:11]([C:2]1[C:3]([C:9]#[N:10])=[N:4][C:5]([F:8])=[CH:6][N:7]=1)=[N+:12]=[N-:13]. The catalyst class is: 9. (4) Product: [CH3:1][S:2]([O:30][CH2:29][CH2:28][O:27][C:26]1[CH:31]=[CH:32][C:23]([CH:20]2[CH2:21][CH2:22][N:17]([C:14]3[CH2:15][CH2:16][C:11]4[N:12]([C:8]([C:7]([F:6])([F:33])[F:34])=[N:9][N:10]=4)[N:13]=3)[CH2:18][CH2:19]2)=[CH:24][CH:25]=1)(=[O:4])=[O:3]. Reactant: [CH3:1][S:2](Cl)(=[O:4])=[O:3].[F:6][C:7]([F:34])([F:33])[C:8]1[N:12]2[N:13]=[C:14]([N:17]3[CH2:22][CH2:21][CH:20]([C:23]4[CH:32]=[CH:31][C:26]([O:27][CH2:28][CH2:29][OH:30])=[CH:25][CH:24]=4)[CH2:19][CH2:18]3)[CH2:15][CH2:16][C:11]2=[N:10][N:9]=1.C(N(CC)CC)C. The catalyst class is: 2. (5) Reactant: [Cl:1]C1N=C(Cl)C=C(C2C=CC(F)=CC=2)N=1.[Cl:16][C:17]1[C:18]([N:25]2[CH2:30][CH2:29][NH:28][C@H:27]([CH3:31])[CH2:26]2)=[N:19][C:20](OC)=[N:21][CH:22]=1.C([O-])([O-])=O.[K+].[K+]. Product: [Cl:1][C:20]1[N:19]=[C:18]([N:25]2[CH2:30][CH2:29][NH:28][C@H:27]([CH3:31])[CH2:26]2)[C:17]([Cl:16])=[CH:22][N:21]=1. The catalyst class is: 23. (6) Reactant: [CH2:1]([O:3][C:4]1[C:9]([F:10])=[CH:8][CH:7]=[CH:6][C:5]=1[OH:11])[CH3:2].[OH-].[Na+].[CH2:14](O)[CH3:15].BrCC. Product: [CH2:14]([O:11][C:5]1[CH:6]=[CH:7][CH:8]=[C:9]([F:10])[C:4]=1[O:3][CH2:1][CH3:2])[CH3:15]. The catalyst class is: 4.